Dataset: Peptide-MHC class II binding affinity with 134,281 pairs from IEDB. Task: Regression. Given a peptide amino acid sequence and an MHC pseudo amino acid sequence, predict their binding affinity value. This is MHC class II binding data. (1) The peptide sequence is PPPPQLGASPYKLGP. The MHC is DRB1_0101 with pseudo-sequence DRB1_0101. The binding affinity (normalized) is 0.354. (2) The peptide sequence is SNVTFTVNQTSRLLM. The MHC is HLA-DQA10501-DQB10303 with pseudo-sequence HLA-DQA10501-DQB10303. The binding affinity (normalized) is 0.408. (3) The peptide sequence is VGSNMTQRVVIALLV. The MHC is H-2-IAd with pseudo-sequence H-2-IAd. The binding affinity (normalized) is 0.686. (4) The peptide sequence is CEYIPLFSATARRAM. The MHC is DRB1_1501 with pseudo-sequence DRB1_1501. The binding affinity (normalized) is 0.623. (5) The peptide sequence is QNILLSNAPQGPQFP. The MHC is DRB1_0401 with pseudo-sequence DRB1_0401. The binding affinity (normalized) is 0.297. (6) The peptide sequence is YKVELSGDVIVKAIG. The MHC is DRB1_0101 with pseudo-sequence DRB1_0101. The binding affinity (normalized) is 0.702. (7) The peptide sequence is QSCRRPNAQRFGISN. The MHC is HLA-DQA10501-DQB10301 with pseudo-sequence HLA-DQA10501-DQB10301. The binding affinity (normalized) is 0.530.